This data is from hERG Central: cardiac toxicity at 1µM, 10µM, and general inhibition. The task is: Predict hERG channel inhibition at various concentrations. (1) The compound is CC1(C)CC(NCCC(c2ccccc2)c2ccco2)CCO1. Results: hERG_inhib (hERG inhibition (general)): blocker. (2) The compound is COc1ccc(N2CCN(C(=O)c3ccccc3F)CC2)c([N+](=O)[O-])c1. Results: hERG_inhib (hERG inhibition (general)): blocker. (3) The drug is CCc1c(C)nc2ncnn2c1N1CCC(C(=O)NCc2ccc3c(c2)OCO3)CC1. Results: hERG_inhib (hERG inhibition (general)): blocker.